Predict the product of the given reaction. From a dataset of Forward reaction prediction with 1.9M reactions from USPTO patents (1976-2016). (1) The product is: [NH2:1][C:4]1[CH:11]=[CH:10][C:7]([C:8]#[N:9])=[CH:6][C:5]=1[NH:12][CH:13]1[CH2:14][CH2:15][N:16]([CH:19]2[CH2:24][CH2:23][O:22][CH2:21][CH2:20]2)[CH2:17][CH2:18]1. Given the reactants [N+:1]([C:4]1[CH:11]=[CH:10][C:7]([C:8]#[N:9])=[CH:6][C:5]=1[NH:12][CH:13]1[CH2:18][CH2:17][N:16]([CH:19]2[CH2:24][CH2:23][O:22][CH2:21][CH2:20]2)[CH2:15][CH2:14]1)([O-])=O.C([O-])=O.[NH4+], predict the reaction product. (2) Given the reactants [Br:1][C:2]1[CH:3]=[CH:4][C:5]2[C:11](=[O:12])[CH2:10][CH2:9][CH2:8][CH2:7][C:6]=2[CH:13]=1.C([O:19][N:20]=O)CC(C)C, predict the reaction product. The product is: [Br:1][C:2]1[CH:3]=[CH:4][C:5]2[C:11](=[O:12])/[C:10](=[N:20]/[OH:19])/[CH2:9][CH2:8][CH2:7][C:6]=2[CH:13]=1. (3) Given the reactants [CH2:1]([N:5]1[C:9]2=[N:10][C:11]([NH:14][C:15]3[CH:20]=[CH:19][CH:18]=[CH:17][CH:16]=3)=[N:12][CH:13]=[C:8]2[C:7]([NH:21][C:22]2[C:27]([CH3:28])=[CH:26][CH:25]=[CH:24][C:23]=2[CH3:29])=[N:6]1)CC=C.[NH+]1([O-])CC[O:33]CC1.[CH3:37][C:38]([CH3:40])=[O:39], predict the reaction product. The product is: [CH3:29][C:23]1[CH:24]=[CH:25][CH:26]=[C:27]([CH3:28])[C:22]=1[NH:21][C:7]1[C:8]2[C:9](=[N:10][C:11]([NH:14][C:15]3[CH:20]=[CH:19][CH:18]=[CH:17][CH:16]=3)=[N:12][CH:13]=2)[N:5]([CH2:1][CH2:37][CH:38]([OH:39])[CH2:40][OH:33])[N:6]=1. (4) Given the reactants [C:1]([C:4]1[CH:17]=[CH:16][CH:15]=[CH:14][C:5]=1[N:6]([CH3:13])[C:7](=[O:12])[CH2:8][N:9]=[N+]=[N-])(=[O:3])[CH3:2].C(OC(O[C:29]([CH3:32])([CH3:31])[CH3:30])=O)(O[C:29]([CH3:32])([CH3:31])[CH3:30])=O.[C:33](OCC)(=[O:35])C, predict the reaction product. The product is: [C:1]([C:4]1[CH:17]=[CH:16][CH:15]=[CH:14][C:5]=1[N:6]([CH3:13])[C:7]([CH2:8][NH:9][C:33](=[O:35])[C:29]([CH3:30])([CH3:31])[CH3:32])=[O:12])(=[O:3])[CH3:2]. (5) Given the reactants [C:1]([O:5][C:6](=[O:19])[NH:7][C@@H:8]([C:10]1[N:14]([CH2:15][CH3:16])[C:13](SC)=[N:12][N:11]=1)[CH3:9])([CH3:4])([CH3:3])[CH3:2].[O-:20][S:21]([O-:24])(=S)=O.[Na+].[Na+].[OH-].[Na+].[CH:29](Cl)(Cl)Cl, predict the reaction product. The product is: [C:1]([O:5][C:6](=[O:19])[NH:7][C@@H:8]([C:10]1[N:14]([CH2:15][CH3:16])[C:13]([S:21]([CH3:29])(=[O:24])=[O:20])=[N:12][N:11]=1)[CH3:9])([CH3:2])([CH3:3])[CH3:4].